This data is from Reaction yield outcomes from USPTO patents with 853,638 reactions. The task is: Predict the reaction yield, written as a fraction of the theoretical maximum amount of product (1.0 means a 100% yield; for example, 0.34 means a 34% yield). (1) The reactants are [F:1][C:2]1[CH:7]=[C:6]([O:8][CH3:9])[CH:5]=[CH:4][C:3]=1[C:10]1[C:19]2[C:14](=[CH:15][C:16]([C:20]([CH3:22])=[CH2:21])=[CH:17][CH:18]=2)[N:13]=[C:12]([C:23]([O:25][CH3:26])=[O:24])[CH:11]=1.B1C2CCCC1CCC2.Br[C:37]1[CH:38]=[N:39][C:40]([CH3:43])=[N:41][CH:42]=1.C(P(C12CC3CC(CC(C3)C1)C2)C12CC3CC(CC(C3)C1)C2)CCC.C(=O)([O-])[O-].[K+].[K+]. The catalyst is C1COCC1.[Cl-].[Na+].O.C1C=CC(/C=C/C(/C=C/C2C=CC=CC=2)=O)=CC=1.C1C=CC(/C=C/C(/C=C/C2C=CC=CC=2)=O)=CC=1.C1C=CC(/C=C/C(/C=C/C2C=CC=CC=2)=O)=CC=1.[Pd].[Pd].CCOC(C)=O.O. The product is [F:1][C:2]1[CH:7]=[C:6]([O:8][CH3:9])[CH:5]=[CH:4][C:3]=1[C:10]1[C:19]2[C:14](=[CH:15][C:16]([CH:20]([CH3:22])[CH2:21][C:37]3[CH:38]=[N:39][C:40]([CH3:43])=[N:41][CH:42]=3)=[CH:17][CH:18]=2)[N:13]=[C:12]([C:23]([O:25][CH3:26])=[O:24])[CH:11]=1. The yield is 0.176. (2) The reactants are [Br:1][C:2]1[CH:7]=[C:6]([CH:8]([OH:10])[CH3:9])[C:5]([F:11])=[CH:4][N:3]=1.I(C1C=CC=CC=1C(O)=O)(=O)=O. The catalyst is C(OCC)(=O)C. The product is [Br:1][C:2]1[CH:7]=[C:6]([C:8](=[O:10])[CH3:9])[C:5]([F:11])=[CH:4][N:3]=1. The yield is 0.920. (3) The reactants are [F:1][C:2]1[CH:3]=[C:4]2[C:9](=[CH:10][C:11]=1[OH:12])[CH2:8][CH:7]([C:13]([OH:15])=[O:14])[CH2:6][CH2:5]2.S(=O)(=O)(O)O.[CH3:21]O. No catalyst specified. The product is [F:1][C:2]1[CH:3]=[C:4]2[C:9](=[CH:10][C:11]=1[OH:12])[CH2:8][CH:7]([C:13]([O:15][CH3:21])=[O:14])[CH2:6][CH2:5]2. The yield is 0.620. (4) The reactants are CN(C)C=O.[N:6]1[CH:11]=[CH:10][CH:9]=[CH:8][C:7]=1[S:12]([CH:15]([NH:27][CH2:28][C:29]1[CH:34]=[CH:33][C:32]([C:35]2[S:36][CH:37]=[CH:38][N:39]=2)=[CH:31][CH:30]=1)[C:16]1[N:21]=[C:20]([NH:22][CH2:23][C:24]([OH:26])=[O:25])[CH:19]=[CH:18][CH:17]=1)(=[O:14])=[O:13].C(=O)([O-])[O-].[K+].[K+].[N:46]1([CH2:52][CH2:53]CS([O-])(=O)=O)[CH2:51][CH2:50][O:49][CH2:48][CH2:47]1. The catalyst is O. The product is [N:46]1([CH2:52][CH2:53][O:25][C:24](=[O:26])[CH2:23][NH:22][C:20]2[CH:19]=[CH:18][CH:17]=[C:16]([CH:15]([S:12]([C:7]3[CH:8]=[CH:9][CH:10]=[CH:11][N:6]=3)(=[O:14])=[O:13])[NH:27][CH2:28][C:29]3[CH:34]=[CH:33][C:32]([C:35]4[S:36][CH:37]=[CH:38][N:39]=4)=[CH:31][CH:30]=3)[N:21]=2)[CH2:51][CH2:50][O:49][CH2:48][CH2:47]1. The yield is 0.170. (5) The reactants are C([O:3][C:4](=[O:32])[CH2:5][O:6][C:7]1[CH:12]=[C:11]([F:13])[C:10]([N:14]2[CH2:19][CH2:18][O:17][CH2:16][CH2:15]2)=[CH:9][C:8]=1[C:20](=[O:31])[NH:21][CH2:22][C:23]1[CH:28]=[CH:27][C:26]([Br:29])=[CH:25][C:24]=1[F:30])C.[OH-].[Na+]. The catalyst is C(O)C. The product is [Br:29][C:26]1[CH:27]=[CH:28][C:23]([CH2:22][NH:21][C:20]([C:8]2[CH:9]=[C:10]([N:14]3[CH2:19][CH2:18][O:17][CH2:16][CH2:15]3)[C:11]([F:13])=[CH:12][C:7]=2[O:6][CH2:5][C:4]([OH:32])=[O:3])=[O:31])=[C:24]([F:30])[CH:25]=1. The yield is 0.930. (6) The reactants are [NH2:1][CH:2]([C:24]1[CH:29]=[CH:28][CH:27]=[C:26]([C:30]2[NH:34][N:33]=[N:32][N:31]=2)[CH:25]=1)[C:3]1[CH:23]=[CH:22][C:6]([CH2:7][O:8][C:9]2[CH:14]=[CH:13][C:12]([C:15](=[O:17])[CH3:16])=[C:11]([OH:18])[C:10]=2[CH2:19][CH2:20][CH3:21])=[CH:5][CH:4]=1.[C:35](Cl)(=[O:37])[CH3:36].N1C=CC=CC=1. The product is [C:15]([C:12]1[CH:13]=[CH:14][C:9]([O:8][CH2:7][C:6]2[CH:22]=[CH:23][C:3]([CH:2]([C:24]3[CH:29]=[CH:28][CH:27]=[C:26]([C:30]4[NH:34][N:33]=[N:32][N:31]=4)[CH:25]=3)[NH:1][C:35](=[O:37])[CH3:36])=[CH:4][CH:5]=2)=[C:10]([CH2:19][CH2:20][CH3:21])[C:11]=1[OH:18])(=[O:17])[CH3:16]. The yield is 0.610. The catalyst is ClCCl.